This data is from Forward reaction prediction with 1.9M reactions from USPTO patents (1976-2016). The task is: Predict the product of the given reaction. The product is: [C:40]([O:44][C:45](=[O:46])[NH:47][C:48]([C:49](=[O:50])[NH:1][CH:2]([CH2:32][C:33]1[CH:38]=[CH:37][C:36]([F:39])=[CH:35][CH:34]=1)[C:3]([N:5]1[CH2:10][CH2:9][N:8]([CH:11]([C:12](=[O:13])[NH:14][CH3:15])[CH2:16][C:17]2[CH:26]=[CH:25][C:24]3[C:19](=[CH:20][CH:21]=[CH:22][CH:23]=3)[CH:18]=2)[C:7](=[O:27])[CH:6]1[CH2:28][CH:29]1[CH2:31][CH2:30]1)=[O:4])([CH3:53])[CH3:52])([CH3:43])([CH3:41])[CH3:42]. Given the reactants [NH2:1][CH:2]([CH2:32][C:33]1[CH:38]=[CH:37][C:36]([F:39])=[CH:35][CH:34]=1)[C:3]([N:5]1[CH2:10][CH2:9][N:8]([CH:11]([CH2:16][C:17]2[CH:26]=[CH:25][C:24]3[C:19](=[CH:20][CH:21]=[CH:22][CH:23]=3)[CH:18]=2)[C:12]([NH:14][CH3:15])=[O:13])[C:7](=[O:27])[CH:6]1[CH2:28][CH:29]1[CH2:31][CH2:30]1)=[O:4].[C:40]([O:44][C:45]([NH:47][C:48]([CH3:53])([CH3:52])[C:49](O)=[O:50])=[O:46])([CH3:43])([CH3:42])[CH3:41].ON1C2C=CC=CC=2N=N1.CN1CCOCC1.CN(C)CCCN=C=NCC, predict the reaction product.